From a dataset of Reaction yield outcomes from USPTO patents with 853,638 reactions. Predict the reaction yield, written as a fraction of the theoretical maximum amount of product (1.0 means a 100% yield; for example, 0.34 means a 34% yield). (1) The catalyst is C(Cl)Cl.CO. The yield is 0.430. The reactants are [NH:1]1[C:5]2[CH:6]=[CH:7][C:8]([C:10]([OH:12])=O)=[CH:9][C:4]=2[N:3]=[CH:2]1.[CH3:13][O:14][C:15]([C:17]1[C:22]2[C@@H:23]3[C@H:28]([CH2:29][CH2:30][C:21]=2[CH:20]=[CH:19][CH:18]=1)[NH:27][CH2:26][CH2:25][CH2:24]3)=[O:16]. The product is [CH3:13][O:14][C:15]([C:17]1[C:22]2[C@@H:23]3[C@H:28]([CH2:29][CH2:30][C:21]=2[CH:20]=[CH:19][CH:18]=1)[N:27]([C:10]([C:8]1[CH:7]=[CH:6][C:5]2[NH:1][CH:2]=[N:3][C:4]=2[CH:9]=1)=[O:12])[CH2:26][CH2:25][CH2:24]3)=[O:16]. (2) The yield is 0.630. The catalyst is C1COCC1.[Pd]. The product is [C:28]([O:27][C:25]([N:15]1[C:14]2[CH2:13][N:12]([C:9]3[N:8]=[CH:7][C:6]([CH2:5][CH2:4][C:3]([O:2][CH3:1])=[O:32])=[CH:11][N:10]=3)[CH2:24][CH2:23][C:22]=2[C:21]2[C:16]1=[CH:17][CH:18]=[CH:19][CH:20]=2)=[O:26])([CH3:31])([CH3:30])[CH3:29]. The reactants are [CH3:1][O:2][C:3](=[O:32])/[CH:4]=[CH:5]/[C:6]1[CH:7]=[N:8][C:9]([N:12]2[CH2:24][CH2:23][C:22]3[C:21]4[C:16](=[CH:17][CH:18]=[CH:19][CH:20]=4)[N:15]([C:25]([O:27][C:28]([CH3:31])([CH3:30])[CH3:29])=[O:26])[C:14]=3[CH2:13]2)=[N:10][CH:11]=1.[H][H]. (3) The reactants are [CH3:1][N:2]([CH2:4][C:5]1[CH:12]=[CH:11][C:8]([CH:9]=O)=[CH:7][CH:6]=1)[CH3:3].[NH2:13][C:14]1[CH:22]=[C:21]([F:23])[CH:20]=[C:19]2[C:15]=1[CH2:16][O:17][C:18]2=[O:24].S([O-])([O-])(=O)=O.[Mg+2]. The catalyst is C(#N)C. The product is [CH3:1][N:2]([CH2:4][C:5]1[CH:12]=[CH:11][C:8](/[CH:9]=[N:13]/[C:14]2[CH:22]=[C:21]([F:23])[CH:20]=[C:19]3[C:15]=2[CH2:16][O:17][C:18]3=[O:24])=[CH:7][CH:6]=1)[CH3:3]. The yield is 0.600. (4) The reactants are [Cl:1][C:2]1[N:7]=[CH:6][C:5]([CH2:8][N:9]2[CH2:13][CH2:12][NH:11][C:10]2=[CH:14][C:15](=[O:20])[C:16]([F:19])([F:18])[F:17])=[CH:4][CH:3]=1.N1C=CC=CC=1.[F:27][C:28]([F:39])([F:38])[C:29](O[C:29](=[O:30])[C:28]([F:39])([F:38])[F:27])=[O:30]. The catalyst is ClCCl. The product is [Cl:1][C:2]1[N:7]=[CH:6][C:5]([CH2:8][N:9]2[CH2:13][CH2:12][NH:11][C:10]2=[C:14]([C:29](=[O:30])[C:28]([F:39])([F:38])[F:27])[C:15](=[O:20])[C:16]([F:19])([F:18])[F:17])=[CH:4][CH:3]=1. The yield is 0.750. (5) The yield is 0.290. The product is [CH2:7]([O:9][C:10]([C:11]1[CH:16]=[CH:15][C:14]2[O:17][CH2:21][CH2:22][O:18][C:13]=2[CH:12]=1)=[O:19])[CH3:8]. The reactants are C([O-])([O-])=O.[Cs+].[Cs+].[CH2:7]([O:9][C:10](=[O:19])[C:11]1[CH:16]=[CH:15][C:14]([OH:17])=[C:13]([OH:18])[CH:12]=1)[CH3:8].Br[CH2:21][CH2:22]Br. The catalyst is CN(C=O)C.